Dataset: Reaction yield outcomes from USPTO patents with 853,638 reactions. Task: Predict the reaction yield, written as a fraction of the theoretical maximum amount of product (1.0 means a 100% yield; for example, 0.34 means a 34% yield). (1) The reactants are [CH:1]1(/[C:6](=[N:18]\[C:19]2[CH:28]=[CH:27][C:22]([C:23]([O:25]C)=[O:24])=[CH:21][CH:20]=2)/[C:7]2[O:8][C:9]3[CH:16]=[CH:15][C:14]([F:17])=[CH:13][C:10]=3[C:11]=2[CH3:12])[CH2:5][CH2:4][CH2:3][CH2:2]1.O1CCCC1.[OH-].[Na+]. The catalyst is C(O)C. The product is [CH:1]1(/[C:6](=[N:18]\[C:19]2[CH:28]=[CH:27][C:22]([C:23]([OH:25])=[O:24])=[CH:21][CH:20]=2)/[C:7]2[O:8][C:9]3[CH:16]=[CH:15][C:14]([F:17])=[CH:13][C:10]=3[C:11]=2[CH3:12])[CH2:5][CH2:4][CH2:3][CH2:2]1. The yield is 0.940. (2) The reactants are [C:1]1([C:7]2[O:11][N:10]=[C:9](/[CH:12]=[N:13]/[OH:14])[C:8]=2[C:15]([F:18])([F:17])[F:16])[CH:6]=[CH:5][CH:4]=[CH:3][CH:2]=1.[Cl:19]N1C(=O)CCC1=O. The catalyst is CN(C)C=O.C(OCC)(=O)C. The product is [OH:14][N:13]=[C:12]([Cl:19])[C:9]1[C:8]([C:15]([F:17])([F:18])[F:16])=[C:7]([C:1]2[CH:2]=[CH:3][CH:4]=[CH:5][CH:6]=2)[O:11][N:10]=1. The yield is 1.00. (3) The reactants are [CH3:1][N:2]([CH3:27])[C:3](=[O:26])[CH2:4][N:5]1[C:13]2[CH:12]=[CH:11][CH:10]=[CH:9][C:8]=2[C:7]2[CH2:14][CH2:15][N:16](C(OC(C)(C)C)=O)[CH2:17][CH2:18][C:6]1=2.C(C(O)=O)(F)(F)F.[ClH:35]. The catalyst is C(Cl)Cl.CCOC(C)=O.CCOCC. The product is [ClH:35].[CH3:1][N:2]([CH3:27])[C:3](=[O:26])[CH2:4][N:5]1[C:13]2[CH:12]=[CH:11][CH:10]=[CH:9][C:8]=2[C:7]2[CH2:14][CH2:15][NH:16][CH2:17][CH2:18][C:6]1=2. The yield is 0.950. (4) The reactants are [CH2:1]([O:3][C:4](=[O:12])[CH:5]=[C:6]([NH2:11])[C:7]([F:10])([F:9])[F:8])[CH3:2].[C:13](Cl)(=[O:16])[CH:14]=[CH2:15].Cl. The catalyst is C1(C)C=CC=CC=1.CCCCCCC. The product is [CH2:1]([O:3][C:4]([C:5]1[CH2:15][CH2:14][C:13](=[O:16])[NH:11][C:6]=1[C:7]([F:10])([F:8])[F:9])=[O:12])[CH3:2]. The yield is 0.350. (5) The reactants are [C:1]([O:5][C:6]([N:8]1[CH2:12][CH:11]([CH:13]=O)[CH:10]([CH2:15][C:16]2[CH:21]=[C:20]([F:22])[CH:19]=[C:18]([F:23])[CH:17]=2)[CH2:9]1)=[O:7])([CH3:4])([CH3:3])[CH3:2].[CH3:24][C:25]([O:28][C:29]([CH2:31][CH2:32][CH2:33][NH2:34])=[O:30])([CH3:27])[CH3:26].Cl.CCN(CC)CC.[BH-](OC(C)=O)(OC(C)=O)OC(C)=O.[Na+].CC(O)=O. The catalyst is ClCCCl. The product is [C:1]([O:5][C:6]([N:8]1[CH2:9][CH:10]([CH2:15][C:16]2[CH:17]=[C:18]([F:23])[CH:19]=[C:20]([F:22])[CH:21]=2)[CH:11]([CH2:13][NH:34][CH2:33][CH2:32][CH2:31][C:29]([O:28][C:25]([CH3:24])([CH3:26])[CH3:27])=[O:30])[CH2:12]1)=[O:7])([CH3:4])([CH3:2])[CH3:3]. The yield is 0.500. (6) The yield is 0.460. The product is [Cl:22][C:23]([Cl:30])([Cl:29])[C:24]([NH:26][C:27]([NH:19][C:17]1[CH:18]=[C:13]2[CH:12]=[CH:11][CH:10]=[C:9]3[C:14]2=[C:15]([CH:16]=1)[C:20](=[O:21])[N:6]([CH2:5][CH2:4][N:2]([CH3:1])[CH3:3])[C:7]3=[O:8])=[O:28])=[O:25]. The reactants are [CH3:1][N:2]([CH2:4][CH2:5][N:6]1[C:20](=[O:21])[C:15]2=[CH:16][C:17]([NH2:19])=[CH:18][C:13]3[C:14]2=[C:9]([CH:10]=[CH:11][CH:12]=3)[C:7]1=[O:8])[CH3:3].[Cl:22][C:23]([Cl:30])([Cl:29])[C:24]([N:26]=[C:27]=[O:28])=[O:25]. The catalyst is C(#N)C. (7) The reactants are [CH3:1][O:2][C:3]1[CH:4]=[N:5][C:6]2[C:11]([CH:12]=1)=[CH:10][C:9]([CH:13]([CH3:21])[C:14]([O:16]C(C)(C)C)=[O:15])=[CH:8][CH:7]=2.[ClH:22]. The catalyst is CCOC(C)=O. The product is [ClH:22].[CH3:1][O:2][C:3]1[CH:4]=[N:5][C:6]2[C:11]([CH:12]=1)=[CH:10][C:9]([CH:13]([CH3:21])[C:14]([OH:16])=[O:15])=[CH:8][CH:7]=2. The yield is 0.999. (8) The reactants are [OH:1][C:2]1[CH:9]=[CH:8][CH:7]=[CH:6][C:3]=1[CH2:4][OH:5].[F:10][C:11]([F:21])([F:20])[C:12]1[CH:19]=[CH:18][CH:17]=[CH:16][C:13]=1[CH2:14]Br.C(=O)([O-])[O-].[K+].[K+]. The catalyst is C(#N)C. The product is [F:10][C:11]([F:20])([F:21])[C:12]1[CH:19]=[CH:18][CH:17]=[CH:16][C:13]=1[CH2:14][O:1][C:2]1[CH:9]=[CH:8][CH:7]=[CH:6][C:3]=1[CH2:4][OH:5]. The yield is 0.870. (9) The reactants are [CH3:1][O:2][C:3]1([CH3:13])[CH2:12][CH2:11][C:6]2(OCC[O:7]2)[CH2:5][CH2:4]1.[OH-].[Na+]. The catalyst is O1CCCC1.O.Cl. The product is [CH3:1][O:2][C:3]1([CH3:13])[CH2:12][CH2:11][C:6](=[O:7])[CH2:5][CH2:4]1. The yield is 0.860.